From a dataset of Catalyst prediction with 721,799 reactions and 888 catalyst types from USPTO. Predict which catalyst facilitates the given reaction. (1) Reactant: [NH2:1][C:2]1[CH:7]=[CH:6][C:5]([C:8]2[N:13]=[C:12]3[N:14]([CH:17]4[CH2:22][CH2:21][N:20]([C:23]([O:25][CH3:26])=[O:24])[CH2:19][CH2:18]4)[N:15]=[CH:16][C:11]3=[C:10]([N:27]3[CH2:32][CH2:31][O:30][CH:29]([CH3:33])[CH2:28]3)[N:9]=2)=[CH:4][CH:3]=1.ClC(Cl)(O[C:38](=[O:44])OC(Cl)(Cl)Cl)Cl.[CH3:46][NH2:47]. Product: [CH3:46][NH:47][C:38]([NH:1][C:2]1[CH:3]=[CH:4][C:5]([C:8]2[N:13]=[C:12]3[N:14]([CH:17]4[CH2:18][CH2:19][N:20]([C:23]([O:25][CH3:26])=[O:24])[CH2:21][CH2:22]4)[N:15]=[CH:16][C:11]3=[C:10]([N:27]3[CH2:32][CH2:31][O:30][CH:29]([CH3:33])[CH2:28]3)[N:9]=2)=[CH:6][CH:7]=1)=[O:44]. The catalyst class is: 4. (2) Reactant: [NH2:1][C@@H:2]1[CH2:6][CH2:5][N:4]([C:7](OC(C)(C)C)=O)[CH2:3]1.C([N:16](CC)CC)C.[Cl:21][C:22]1[CH:27]=[CH:26][CH:25]=[CH:24][C:23]=1[S:28](Cl)(=[O:30])=[O:29].CCN(C(C)C)C(C)C.BrC#N. Product: [Cl:21][C:22]1[CH:27]=[CH:26][CH:25]=[CH:24][C:23]=1[S:28]([NH:1][C@@H:2]1[CH2:6][CH2:5][N:4]([C:7]#[N:16])[CH2:3]1)(=[O:30])=[O:29]. The catalyst class is: 20.